From a dataset of Full USPTO retrosynthesis dataset with 1.9M reactions from patents (1976-2016). Predict the reactants needed to synthesize the given product. (1) The reactants are: Cl.Cl.[NH:3]1[CH2:8][CH2:7][CH:6]([N:9]2[C:17]3[C:12](=[N:13][CH:14]=[CH:15][CH:16]=3)[NH:11][C:10]2=[O:18])[CH2:5][CH2:4]1.Cl[C:20]1[CH:25]=[C:24]([C:26]([N:28]2[C:36]3[C:31](=[CH:32][C:33]([F:37])=[CH:34][CH:35]=3)[CH2:30][CH2:29]2)=[O:27])[CH:23]=[CH:22][N:21]=1.CCN(C(C)C)C(C)C.C(=O)([O-])[O-].[K+].[K+]. Given the product [F:37][C:33]1[CH:32]=[C:31]2[C:36](=[CH:35][CH:34]=1)[N:28]([C:26]([C:24]1[CH:25]=[CH:20][N:21]=[C:22]([N:3]3[CH2:4][CH2:5][CH:6]([N:9]4[C:17]5[C:12](=[N:13][CH:14]=[CH:15][CH:16]=5)[NH:11][C:10]4=[O:18])[CH2:7][CH2:8]3)[CH:23]=1)=[O:27])[CH2:29][CH2:30]2, predict the reactants needed to synthesize it. (2) Given the product [Cl:1][C:2]1[N:3]=[C:4]([C:9]2[CH:10]=[N:11][CH:12]=[CH:13][CH:14]=2)[S:5][C:6]=1[CH:7]([OH:8])[CH3:15], predict the reactants needed to synthesize it. The reactants are: [Cl:1][C:2]1[N:3]=[C:4]([C:9]2[CH:10]=[N:11][CH:12]=[CH:13][CH:14]=2)[S:5][C:6]=1[CH:7]=[O:8].[CH3:15][Mg]Cl.O.CC(O)=O. (3) Given the product [CH:1]([O:4][C:5]1[CH:13]=[CH:12][C:11]([S:14]([CH3:17])(=[O:16])=[O:15])=[CH:10][C:6]=1[C:7]([N:37]1[CH2:38][CH2:39][N:34]([C:31]2[S:32][CH:33]=[C:29]([C:24]3[CH:25]=[CH:26][CH:27]=[CH:28][C:23]=3[N+:20]([O-:22])=[O:21])[N:30]=2)[CH2:35][CH2:36]1)=[O:9])([CH3:2])[CH3:3], predict the reactants needed to synthesize it. The reactants are: [CH:1]([O:4][C:5]1[CH:13]=[CH:12][C:11]([S:14]([CH3:17])(=[O:16])=[O:15])=[CH:10][C:6]=1[C:7]([OH:9])=O)([CH3:3])[CH3:2].Cl.Cl.[N+:20]([C:23]1[CH:28]=[CH:27][CH:26]=[CH:25][C:24]=1[C:29]1[N:30]=[C:31]([N:34]2[CH2:39][CH2:38][NH:37][CH2:36][CH2:35]2)[S:32][CH:33]=1)([O-:22])=[O:21].